Dataset: TCR-epitope binding with 47,182 pairs between 192 epitopes and 23,139 TCRs. Task: Binary Classification. Given a T-cell receptor sequence (or CDR3 region) and an epitope sequence, predict whether binding occurs between them. The TCR CDR3 sequence is CASSQEGVNTEAFF. Result: 1 (the TCR binds to the epitope). The epitope is KRWIILGLNK.